From a dataset of Forward reaction prediction with 1.9M reactions from USPTO patents (1976-2016). Predict the product of the given reaction. Given the reactants [Cl:1][C:2]1[CH:7]=[CH:6][C:5]([NH:8][C:9]([NH:11][C:12]2[CH:17]=[CH:16][C:15]([OH:18])=[C:14]([C:19]3[N:20]([CH3:24])[N:21]=[CH:22][CH:23]=3)[CH:13]=2)=[O:10])=[CH:4][CH:3]=1.[Cl:25]N1C(=O)CCC1=O.[O-]S([O-])(=S)=O.[Na+].[Na+].C([O-])(O)=O.[Na+], predict the reaction product. The product is: [Cl:25][C:23]1[CH:22]=[N:21][N:20]([CH3:24])[C:19]=1[C:14]1[CH:13]=[C:12]([NH:11][C:9]([NH:8][C:5]2[CH:4]=[CH:3][C:2]([Cl:1])=[CH:7][CH:6]=2)=[O:10])[CH:17]=[CH:16][C:15]=1[OH:18].